This data is from Reaction yield outcomes from USPTO patents with 853,638 reactions. The task is: Predict the reaction yield, written as a fraction of the theoretical maximum amount of product (1.0 means a 100% yield; for example, 0.34 means a 34% yield). The reactants are [Cl:1][C:2]1[C:20]([F:21])=[CH:19][C:5]2[N:6]([C:9]3[S:13][C:12]([C:14]([O:16]C)=O)=[C:11]([OH:18])[CH:10]=3)[CH:7]=[N:8][C:4]=2[CH:3]=1.[Cl:22][C:23]1[C:28]([O:29][Si](C(C)(C)C)(C)C)=[CH:27][CH:26]=[CH:25][C:24]=1[C@@H:37](O)[CH3:38].C1(P(C2C=CC=CC=2)C2C=CC=CC=2)C=CC=CC=1.CC(OC(/[N:66]=N/C(OC(C)(C)C)=O)=O)(C)C.[F-].C([N+:80]([CH2:89][CH2:90][CH2:91][CH3:92])([CH2:85]CCC)[CH2:81]CCC)CCC.C1COCC1. The catalyst is C(Cl)Cl. The product is [Cl:1][C:2]1[C:20]([F:21])=[CH:19][C:5]2[N:6]([C:9]3[S:13][C:12]([C:14]([NH2:66])=[O:16])=[C:11]([O:18][C@@H:37]([C:24]4[CH:25]=[CH:26][CH:27]=[C:28]([O:29][CH:91]5[CH2:92][CH2:85][N:80]([CH3:81])[CH2:89][CH2:90]5)[C:23]=4[Cl:22])[CH3:38])[CH:10]=3)[CH:7]=[N:8][C:4]=2[CH:3]=1. The yield is 0.710.